Dataset: Catalyst prediction with 721,799 reactions and 888 catalyst types from USPTO. Task: Predict which catalyst facilitates the given reaction. (1) Product: [F:75][C:69]1[C:70]([F:74])=[CH:71][CH:72]=[CH:73][C:68]=1[CH2:67][S:66][C:61]1[N:62]=[C:63]([NH:11][S:8]([N:4]2[CH2:5][CH2:6][NH:7][C@@H:2]([CH3:1])[CH2:3]2)(=[O:10])=[O:9])[CH:64]=[C:59]([O:58][C@H:56]([CH3:57])[CH2:55][OH:54])[N:60]=1. Reactant: [CH3:1][C@@H:2]1[NH:7][CH2:6][CH2:5][N:4]([S:8]([NH2:11])(=[O:10])=[O:9])[CH2:3]1.C1(P(C2CCCCC2)C2C=CC=CC=2C2C(C(C)C)=CC(C(C)C)=CC=2C(C)C)CCCCC1.C(=O)([O-])[O-].[Cs+].[Cs+].C([O:54][C:55](=O)[C@H:56]([O:58][C:59]1[CH:64]=[C:63](Cl)[N:62]=[C:61]([S:66][CH2:67][C:68]2[CH:73]=[CH:72][CH:71]=[C:70]([F:74])[C:69]=2[F:75])[N:60]=1)[CH3:57])C. The catalyst class is: 62. (2) Product: [CH3:13][N:14]([CH3:22])[CH2:15][CH2:16][CH2:17][CH2:18][CH2:19][CH2:10][NH:9][C:7](=[O:8])[C:5]1[C:4](=[CH:3][CH:2]=[CH:1][CH:6]=1)[OH:12]. The catalyst class is: 7. Reactant: [CH:1]1[CH:2]=[CH:3][C:4]2[O:12][C:10](=O)[NH:9][C:7](=[O:8])[C:5]=2[CH:6]=1.[CH3:13][N:14]([CH3:22])[CH2:15][CH2:16][CH2:17][CH2:18][CH2:19]CO.C1(P(C2C=CC=CC=2)C2C=CC=CC=2)C=CC=CC=1.N(C([O-])=O)=NC([O-])=O.[OH-].[Na+]. (3) Reactant: Cl[C:2]1[C:3]2[C:4](=[CH:15][N:16](CC3C=CC(OC)=CC=3)[N:17]=2)[N:5]=[C:6]([CH:8]2[CH2:13][CH2:12][N:11]([CH3:14])[CH2:10][CH2:9]2)[N:7]=1.[NH2:27][C:28]1[CH:38]=[CH:37][C:31]2[O:32][CH2:33][C:34](=[O:36])[NH:35][C:30]=2[CH:29]=1.Cl. Product: [CH3:14][N:11]1[CH2:10][CH2:9][CH:8]([C:6]2[N:7]=[C:2]([NH:27][C:28]3[CH:38]=[CH:37][C:31]4[O:32][CH2:33][C:34](=[O:36])[NH:35][C:30]=4[CH:29]=3)[C:3]3[NH:17][N:16]=[CH:15][C:4]=3[N:5]=2)[CH2:13][CH2:12]1. The catalyst class is: 71. (4) Reactant: [CH:1]([S:4][CH:5]([C:9]1[CH:14]=[CH:13][C:12]([Cl:15])=[C:11]([Cl:16])[CH:10]=1)[C:6]([OH:8])=O)([CH3:3])[CH3:2].[NH2:17][C:18]1[CH:23]=[CH:22][CH:21]=[CH:20][N:19]=1. Product: [CH:1]([S:4][CH:5]([C:9]1[CH:14]=[CH:13][C:12]([Cl:15])=[C:11]([Cl:16])[CH:10]=1)[C:6]([NH:17][C:18]1[CH:23]=[CH:22][CH:21]=[CH:20][N:19]=1)=[O:8])([CH3:2])[CH3:3]. The catalyst class is: 1.